This data is from Peptide-MHC class I binding affinity with 185,985 pairs from IEDB/IMGT. The task is: Regression. Given a peptide amino acid sequence and an MHC pseudo amino acid sequence, predict their binding affinity value. This is MHC class I binding data. (1) The peptide sequence is WAASAETPL. The MHC is HLA-A02:16 with pseudo-sequence HLA-A02:16. The binding affinity (normalized) is 0.0847. (2) The peptide sequence is RVEESRARL. The MHC is HLA-B27:05 with pseudo-sequence HLA-B27:05. The binding affinity (normalized) is 0.0847. (3) The peptide sequence is RPIVSTQLL. The MHC is HLA-B35:03 with pseudo-sequence HLA-B35:03. The binding affinity (normalized) is 0.361. (4) The peptide sequence is EVRKAIEFV. The MHC is HLA-B27:03 with pseudo-sequence HLA-B27:03. The binding affinity (normalized) is 0.0847. (5) The peptide sequence is SYINRTGTF. The MHC is HLA-A24:02 with pseudo-sequence HLA-A24:02. The binding affinity (normalized) is 0.815. (6) The peptide sequence is CYLEGDQPSL. The MHC is H-2-Kd with pseudo-sequence H-2-Kd. The binding affinity (normalized) is 0.396. (7) The peptide sequence is QLAFFVAGH. The MHC is HLA-A03:01 with pseudo-sequence HLA-A03:01. The binding affinity (normalized) is 0.511.